From a dataset of Forward reaction prediction with 1.9M reactions from USPTO patents (1976-2016). Predict the product of the given reaction. (1) Given the reactants [CH3:1][C:2]([CH3:23])([CH3:22])[C:3](=[O:21])[CH2:4][O:5][C:6]1[N:10]([C:11]2[CH:16]=[CH:15][CH:14]=[CH:13][C:12]=2[F:17])[N:9]=[C:8]([C:18]([OH:20])=[O:19])[CH:7]=1.[CH3:24][Mg]Br.C(OCC)C.C(Cl)Cl, predict the reaction product. The product is: [F:17][C:12]1[CH:13]=[CH:14][CH:15]=[CH:16][C:11]=1[N:10]1[C:6]([O:5][CH2:4][C:3]([OH:21])([CH3:24])[C:2]([CH3:23])([CH3:22])[CH3:1])=[CH:7][C:8]([C:18]([OH:20])=[O:19])=[N:9]1. (2) Given the reactants [N:1]1[C:10]2[C:5](=[CH:6][C:7]([CH2:11][N:12]3[C:16]4=[N:17][C:18]([C:21](=O)[CH3:22])=[CH:19][N:20]=[C:15]4[N:14]=[N:13]3)=[CH:8][CH:9]=2)[CH:4]=[CH:3][CH:2]=1.[NH2:24][O:25][CH2:26][CH:27]([OH:30])[CH2:28][OH:29].OCC(ON1C(=O)C2C(=CC=CC=2)C1=O)CO, predict the reaction product. The product is: [OH:30][CH:27]([CH2:28][OH:29])[CH2:26][O:25]/[N:24]=[C:21](/[C:18]1[N:17]=[C:16]2[N:12]([CH2:11][C:7]3[CH:6]=[C:5]4[C:10](=[CH:9][CH:8]=3)[N:1]=[CH:2][CH:3]=[CH:4]4)[N:13]=[N:14][C:15]2=[N:20][CH:19]=1)\[CH3:22]. (3) Given the reactants [Cl:1][C:2]1[CH:7]=[CH:6][C:5]([N:8]=[C:9]=[O:10])=[CH:4][C:3]=1[C:11]([F:14])([F:13])[F:12].[F:15][C:16]1[CH:21]=[C:20]([O:22][C:23]2[CH:28]=[CH:27][N:26]=[C:25]([S:29][CH3:30])[N:24]=2)[CH:19]=[CH:18][C:17]=1[NH2:31], predict the reaction product. The product is: [Cl:1][C:2]1[CH:7]=[CH:6][C:5]([NH:8][C:9]([NH:31][C:17]2[CH:18]=[CH:19][C:20]([O:22][C:23]3[CH:28]=[CH:27][N:26]=[C:25]([S:29][CH3:30])[N:24]=3)=[CH:21][C:16]=2[F:15])=[O:10])=[CH:4][C:3]=1[C:11]([F:12])([F:13])[F:14]. (4) The product is: [NH2:11][C:8]1[CH:9]=[CH:10][C:5]([O:4][C:3]2[CH:39]=[CH:40][C:41]([F:43])=[CH:42][C:2]=2[F:1])=[C:6]([C:14]2[C:22]3[C:17](=[C:18]([O:36][CH3:37])[N:19]=[C:20]([CH:23]4[CH2:28][CH2:27][N:26]([C:29]([O:31][C:32]([CH3:33])([CH3:34])[CH3:35])=[O:30])[CH2:25][CH2:24]4)[CH:21]=3)[N:16]([CH3:38])[CH:15]=2)[CH:7]=1. Given the reactants [F:1][C:2]1[CH:42]=[C:41]([F:43])[CH:40]=[CH:39][C:3]=1[O:4][C:5]1[CH:10]=[CH:9][C:8]([N+:11]([O-])=O)=[CH:7][C:6]=1[C:14]1[C:22]2[C:17](=[C:18]([O:36][CH3:37])[N:19]=[C:20]([C:23]3[CH2:28][CH2:27][N:26]([C:29]([O:31][C:32]([CH3:35])([CH3:34])[CH3:33])=[O:30])[CH2:25][CH:24]=3)[CH:21]=2)[N:16]([CH3:38])[CH:15]=1.[H][H], predict the reaction product. (5) Given the reactants [C:1]([O-:6])(=[O:5])[CH:2]([CH3:4])[CH3:3].C[N+](C)(C)C.C(O)(=O)C(C)C.[C:18](=[O:28])([S:26][CH3:27])[O:19][O:20][CH:21](Cl)[CH:22]([CH3:24])[CH3:23], predict the reaction product. The product is: [C:18](=[O:28])([S:26][CH3:27])[O:19][O:20][CH:21]([O:6][C:1](=[O:5])[CH:2]([CH3:4])[CH3:3])[CH:22]([CH3:24])[CH3:23].